Dataset: Merck oncology drug combination screen with 23,052 pairs across 39 cell lines. Task: Regression. Given two drug SMILES strings and cell line genomic features, predict the synergy score measuring deviation from expected non-interaction effect. (1) Drug 1: CN1C(=O)C=CC2(C)C3CCC4(C)C(NC(=O)OCC(F)(F)F)CCC4C3CCC12. Drug 2: O=C(NOCC(O)CO)c1ccc(F)c(F)c1Nc1ccc(I)cc1F. Cell line: SW620. Synergy scores: synergy=1.85. (2) Drug 1: CN(C)C(=N)N=C(N)N. Drug 2: Cc1nc(Nc2ncc(C(=O)Nc3c(C)cccc3Cl)s2)cc(N2CCN(CCO)CC2)n1. Cell line: SKMES1. Synergy scores: synergy=-1.16. (3) Drug 1: CNC(=O)c1cc(Oc2ccc(NC(=O)Nc3ccc(Cl)c(C(F)(F)F)c3)cc2)ccn1. Drug 2: CCc1cnn2c(NCc3ccc[n+]([O-])c3)cc(N3CCCCC3CCO)nc12. Cell line: SKMES1. Synergy scores: synergy=-3.86. (4) Drug 1: Cn1c(=O)n(-c2ccc(C(C)(C)C#N)cc2)c2c3cc(-c4cnc5ccccc5c4)ccc3ncc21. Drug 2: CNC(=O)c1cc(Oc2ccc(NC(=O)Nc3ccc(Cl)c(C(F)(F)F)c3)cc2)ccn1. Cell line: MSTO. Synergy scores: synergy=-7.61. (5) Drug 1: CCC1(O)CC2CN(CCc3c([nH]c4ccccc34)C(C(=O)OC)(c3cc4c(cc3OC)N(C)C3C(O)(C(=O)OC)C(OC(C)=O)C5(CC)C=CCN6CCC43C65)C2)C1. Drug 2: C#Cc1cccc(Nc2ncnc3cc(OCCOC)c(OCCOC)cc23)c1. Cell line: SW837. Synergy scores: synergy=54.3.